This data is from Catalyst prediction with 721,799 reactions and 888 catalyst types from USPTO. The task is: Predict which catalyst facilitates the given reaction. (1) The catalyst class is: 15. Product: [Cl:19][C:16]1[CH:15]=[CH:14][C:13]([O:12][C:9]2[CH:10]=[CH:11][C:6]([CH2:5][CH:4]([NH:3][O:2][CH3:1])[CH3:20])=[CH:7][CH:8]=2)=[CH:18][CH:17]=1. Reactant: [CH3:1][O:2][N:3]=[C:4]([CH3:20])[CH2:5][C:6]1[CH:11]=[CH:10][C:9]([O:12][C:13]2[CH:18]=[CH:17][C:16]([Cl:19])=[CH:15][CH:14]=2)=[CH:8][CH:7]=1.C([BH3-])#N.[Na+]. (2) Reactant: [NH2:1][C:2]1[C:11]([CH3:12])=[CH:10][CH:9]=[CH:8][C:3]=1[C:4]([NH:6][CH3:7])=[O:5].[Cl:13][C:14]1[N:19]=[C:18](Cl)[C:17]([Cl:21])=[CH:16][N:15]=1.C(=O)([O-])[O-].[K+].[K+]. Product: [Cl:13][C:14]1[N:19]=[C:18]([NH:1][C:2]2[C:11]([CH3:12])=[CH:10][CH:9]=[CH:8][C:3]=2[C:4]([NH:6][CH3:7])=[O:5])[C:17]([Cl:21])=[CH:16][N:15]=1. The catalyst class is: 435. (3) Reactant: [H-].[Na+].CS(O[CH2:8][C:9]([CH3:37])([CH3:36])[CH:10]([C:30]1[S:31][CH:32]=[C:33]([Cl:35])[N:34]=1)[C:11]1[NH:12][C:13]([C:24]2[CH:29]=[CH:28][CH:27]=[CH:26][CH:25]=2)=[C:14]2[C:19](=[O:20])[N:18]([CH3:21])[C:17](=[O:22])[N:16]([CH3:23])[C:15]=12)(=O)=O. Product: [Cl:35][C:33]1[N:34]=[C:30]([CH:10]2[C:11]3[N:12]([C:13]([C:24]4[CH:25]=[CH:26][CH:27]=[CH:28][CH:29]=4)=[C:14]4[C:19](=[O:20])[N:18]([CH3:21])[C:17](=[O:22])[N:16]([CH3:23])[C:15]4=3)[CH2:36][C:9]2([CH3:8])[CH3:37])[S:31][CH:32]=1. The catalyst class is: 1. (4) Reactant: [F:1][C:2]1[CH:7]=[CH:6][C:5]([F:8])=[CH:4][C:3]=1[C@@H:9]1[C@@H:14]([NH:15]C(=O)OC(C)(C)C)[CH2:13][C@@H:12]([N:23]2[CH2:30][C:29]3[C:25](=[N:26][N:27]([S:31]([CH:34]4[CH2:36][CH2:35]4)(=[O:33])=[O:32])[CH:28]=3)[CH2:24]2)[CH2:11][O:10]1.[F:37][C:38]([F:43])([F:42])[C:39]([OH:41])=[O:40]. Product: [F:37][C:38]([F:43])([F:42])[C:39]([OH:41])=[O:40].[F:1][C:2]1[CH:7]=[CH:6][C:5]([F:8])=[CH:4][C:3]=1[C@@H:9]1[C@@H:14]([NH2:15])[CH2:13][C@@H:12]([N:23]2[CH2:30][C:29]3[C:25](=[N:26][N:27]([S:31]([CH:34]4[CH2:36][CH2:35]4)(=[O:32])=[O:33])[CH:28]=3)[CH2:24]2)[CH2:11][O:10]1. The catalyst class is: 4.